This data is from Tyrosyl-DNA phosphodiesterase HTS with 341,365 compounds. The task is: Binary Classification. Given a drug SMILES string, predict its activity (active/inactive) in a high-throughput screening assay against a specified biological target. (1) The drug is [O-][N+](=O)c1c(n2c3c(nc2)cc(c(c3)C)C)nccc1. The result is 0 (inactive). (2) The drug is Fc1cc(c2ccc(NC(=O)C3CCCN(C3)Cc3ncccc3)cc2)ccc1. The result is 0 (inactive). (3) The drug is O1CCN(CC1)c1c([N+]([O-])=O)cc(C(=O)N2CCCCC2)cc1. The result is 0 (inactive). (4) The molecule is S(=O)(=O)(N1CCCc2c1cccc2)c1cc(ccc1)C(OCC(=O)N)=O. The result is 0 (inactive). (5) The drug is Clc1cc(n2nc(C(=O)NCC(=O)N3CCCC3)c3c(c2=O)cccc3)ccc1OC. The result is 0 (inactive). (6) The compound is O(C(=O)c1c2CC(CCc2nc2c1cccc2)C)CC(=O)N1CCc2c1cccc2. The result is 0 (inactive).